This data is from Forward reaction prediction with 1.9M reactions from USPTO patents (1976-2016). The task is: Predict the product of the given reaction. (1) Given the reactants [CH3:1][O:2][C:3]1[CH:8]=[CH:7][C:6]([NH:9][CH:10]=O)=[CH:5][CH:4]=1.COC1C=CC(N)=CC=1.[H-].[Na+].FC1[CH:34]=[CH:33][C:27]([C:28]([O:30]CC)=[O:29])=[CH:26][CH:25]=1.Cl, predict the reaction product. The product is: [CH3:1][O:2][C:3]1[CH:4]=[CH:5][C:6]([NH:9][C:10]2[CH:34]=[CH:33][C:27]([C:28]([OH:30])=[O:29])=[CH:26][CH:25]=2)=[CH:7][CH:8]=1. (2) Given the reactants O[CH2:2][C:3]1[N:8]([C:9]2[CH:14]=[CH:13][CH:12]=[CH:11][C:10]=2[OH:15])[N:7]=[C:6]([C:16]2[N:20]([C:21]3[CH:26]=[CH:25][CH:24]=[CH:23][CH:22]=3)[N:19]=[CH:18][CH:17]=2)[C:5](=[O:27])[CH:4]=1.C1(P(C2C=CC=CC=2)C2C=CC=CC=2)C=CC=CC=1.CC(OC(/N=N/C(OC(C)C)=O)=O)C.C1(C)C=CC=CC=1.C(=O)([O-])O.[Na+], predict the reaction product. The product is: [C:21]1([N:20]2[C:16]([C:6]3[C:5](=[O:27])[CH:4]=[C:3]4[CH2:2][O:15][C:10]5[CH:11]=[CH:12][CH:13]=[CH:14][C:9]=5[N:8]4[N:7]=3)=[CH:17][CH:18]=[N:19]2)[CH:26]=[CH:25][CH:24]=[CH:23][CH:22]=1. (3) Given the reactants [Cl-].[CH2:2]([N+:9]1[CH:14]=[CH:13][C:12]([CH2:15][CH3:16])=[CH:11][CH:10]=1)[C:3]1[CH:8]=[CH:7][CH:6]=[CH:5][CH:4]=1.CCOC(C)=O.CO.N, predict the reaction product. The product is: [CH2:2]([N:9]1[CH2:10][CH:11]=[C:12]([CH2:15][CH3:16])[CH2:13][CH2:14]1)[C:3]1[CH:8]=[CH:7][CH:6]=[CH:5][CH:4]=1. (4) Given the reactants FC(F)(F)C([O-])=O.[C:8]([NH:11][C:12]([C:14]1[CH:19]=[CH:18][CH:17]=[CH:16][C:15]=1[C:20]1[C:21]2[C:26]([O:27][C:28]3[C:33]=1[CH:32]=[CH:31][C:30](=[N+:34]([CH2:37][CH3:38])[CH2:35][CH3:36])[CH:29]=3)=[CH:25][C:24]([N:39]([CH2:42][CH3:43])[CH2:40][CH3:41])=[CH:23][CH:22]=2)=[O:13])(=[NH:10])[NH2:9], predict the reaction product. The product is: [CH2:35]([N:34]([CH2:37][CH3:38])[C:30]1[CH:31]=[CH:32][C:33]2[C:20]3([C:15]4[C:14](=[CH:19][CH:18]=[CH:17][CH:16]=4)[C:12](=[O:13])[N:11]3[C:8](=[NH:9])[NH2:10])[C:21]3[C:26]([O:27][C:28]=2[CH:29]=1)=[CH:25][C:24]([N:39]([CH2:42][CH3:43])[CH2:40][CH3:41])=[CH:23][CH:22]=3)[CH3:36]. (5) Given the reactants [S].P12([S:14][P:12]3([S:15]P(S[P:8]([S:11]3)([S:10]1)=[S:9])(=S)S2)=[S:13])=S.[CH:16]1[CH:21]=[CH:20][C:19]([CH2:22]S)=[CH:18][CH:17]=1, predict the reaction product. The product is: [CH2:22]([S:10][P:8]1(=[S:9])[S:11][P:12]([S:14][CH2:22][C:19]2[CH:20]=[CH:21][CH:16]=[CH:17][CH:18]=2)(=[S:13])[S:15]1)[C:19]1[CH:20]=[CH:21][CH:16]=[CH:17][CH:18]=1. (6) Given the reactants [Cl:1][C:2]1[CH:10]=[CH:9][C:5]([C:6](Cl)=[O:7])=[CH:4][C:3]=1[C:11]1[O:15][N:14]=[C:13]([CH2:16][N:17]2[C:25]3[C:20](=[C:21]([C:28]([F:31])([F:30])[F:29])[C:22]([C:26]#[N:27])=[CH:23][CH:24]=3)[CH:19]=[C:18]2[CH2:32][CH2:33][CH3:34])[N:12]=1.[CH3:35][NH2:36], predict the reaction product. The product is: [Cl:1][C:2]1[CH:10]=[CH:9][C:5]([C:6]([NH:36][CH3:35])=[O:7])=[CH:4][C:3]=1[C:11]1[O:15][N:14]=[C:13]([CH2:16][N:17]2[C:25]3[C:20](=[C:21]([C:28]([F:30])([F:29])[F:31])[C:22]([C:26]#[N:27])=[CH:23][CH:24]=3)[CH:19]=[C:18]2[CH2:32][CH2:33][CH3:34])[N:12]=1. (7) Given the reactants N1C2C=CC=CC=2C=CCC=1NC(=O)[O-].C([O-])([O-])=O.[Na+].[Na+].Br[C:23]1[CH:24]=[CH:25][C:26]2=[C:27]([CH:50]=1)[N:28]=[C:29]([NH:42][C:43](=[O:49])[O:44][C:45]([CH3:48])([CH3:47])[CH3:46])[CH2:30][C:31]([C:33](=[O:41])[N:34]([CH2:38][CH2:39][CH3:40])[CH2:35][CH2:36][CH3:37])=[CH:32]2.O.[K].[K].C1(P(C2C=CC(S(O)(=O)=O)=CC=2)C2C=CC(S(O)(=O)=O)=CC=2)C=CC=CC=1.N#N.[CH3:83][N:84]([CH3:96])[C:85]([C:87]1[CH:92]=[CH:91][C:90](B(O)O)=[CH:89][CH:88]=1)=[O:86], predict the reaction product. The product is: [CH3:83][N:84]([CH3:96])[C:85]([C:87]1[CH:92]=[CH:91][C:90]([C:23]2[CH:24]=[CH:25][C:26]3=[C:27]([CH:50]=2)[N:28]=[C:29]([NH:42][C:43](=[O:49])[O:44][C:45]([CH3:47])([CH3:46])[CH3:48])[CH2:30][C:31]([C:33](=[O:41])[N:34]([CH2:35][CH2:36][CH3:37])[CH2:38][CH2:39][CH3:40])=[CH:32]3)=[CH:89][CH:88]=1)=[O:86]. (8) Given the reactants N1C=CC=CC=1.[F:7]N1N=C(F)C=C(F)N1.[CH2:16]([NH:18][C:19]1[N:27]=[C:26]([Cl:28])[CH:25]=[CH:24][C:20]=1[C:21](O)=[O:22])[CH3:17], predict the reaction product. The product is: [CH2:16]([NH:18][C:19]1[N:27]=[C:26]([Cl:28])[CH:25]=[CH:24][C:20]=1[C:21]([F:7])=[O:22])[CH3:17].